From a dataset of Forward reaction prediction with 1.9M reactions from USPTO patents (1976-2016). Predict the product of the given reaction. (1) Given the reactants N[C@H](CC1C=CC(Cl)=CC=1)[C:3]([N:5]1[CH2:10][CH2:9][N:8]([C:11]2[C:16]([Br:17])=[CH:15][N:14]=[C:13]3[NH:18][CH:19]=[CH:20][C:12]=23)[CH2:7][CH2:6]1)=[O:4].[C:29]([O:33][C:34]([N:36]([CH:49]([CH3:51])[CH3:50])[CH2:37][C@H:38]([C:42]1[CH:47]=[CH:46][C:45]([Cl:48])=[CH:44][CH:43]=1)C(O)=O)=[O:35])([CH3:32])([CH3:31])[CH3:30].C1C=CC2N(O)N=NC=2C=1.O.CCN=C=NCCCN(C)C.C(N(CC)CC)C, predict the reaction product. The product is: [Br:17][C:16]1[C:11]([N:8]2[CH2:7][CH2:6][N:5]([C:3](=[O:4])[C@@H:38]([C:42]3[CH:43]=[CH:44][C:45]([Cl:48])=[CH:46][CH:47]=3)[CH2:37][N:36]([CH:49]([CH3:51])[CH3:50])[C:34](=[O:35])[O:33][C:29]([CH3:31])([CH3:32])[CH3:30])[CH2:10][CH2:9]2)=[C:12]2[CH:20]=[CH:19][NH:18][C:13]2=[N:14][CH:15]=1. (2) Given the reactants [CH:1]1[C:6]([CH2:7][CH2:8][OH:9])=[CH:5][CH:4]=[C:3]([OH:10])[CH:2]=1.N1C=CC=CC=1.ClC(Cl)([O:20][C:21](=[O:27])[O:22]C(Cl)(Cl)Cl)Cl, predict the reaction product. The product is: [CH:1]1[C:6]([CH2:7][CH2:8][OH:9])=[CH:5][CH:4]=[C:3]([OH:10])[CH:2]=1.[C:21](=[O:20])([O-:27])[O-:22]. (3) Given the reactants [F:1][C:2]([F:26])([O:7][C:8]1[CH:13]=[CH:12][C:11]([N:14]2[CH:18]=[N:17][C:16]([C:19]3[CH:24]=[CH:23][C:22]([NH2:25])=[CH:21][CH:20]=3)=[N:15]2)=[CH:10][CH:9]=1)[C:3]([F:6])([F:5])[F:4].Cl[C:28]([O:30][C:31]1[CH:36]=CC([N+]([O-])=O)=C[CH:32]=1)=[O:29].[N+]([C:43]1C=CC(NC(=O)[O-])=CC=1)([O-])=O.CC(O)(C)C.[H-].[Na+], predict the reaction product. The product is: [C:31]([O:30][C:28](=[O:29])[NH:25][C:22]1[CH:23]=[CH:24][C:19]([C:16]2[N:17]=[CH:18][N:14]([C:11]3[CH:12]=[CH:13][C:8]([O:7][C:2]([F:1])([F:26])[C:3]([F:6])([F:5])[F:4])=[CH:9][CH:10]=3)[N:15]=2)=[CH:20][CH:21]=1)([CH3:36])([CH3:43])[CH3:32]. (4) The product is: [CH2:21]([S:1][C:2]1[CH:3]=[CH:4][C:5]([CH2:8][C:9]([O:11][CH2:19][CH3:20])=[O:10])=[CH:6][CH:7]=1)[CH3:22]. Given the reactants [SH:1][C:2]1[CH:7]=[CH:6][C:5]([CH2:8][C:9]([OH:11])=[O:10])=[CH:4][CH:3]=1.C(=O)([O-])[O-].[K+].[K+].I[CH2:19][CH3:20].[C:21](OCC)(=O)[CH3:22], predict the reaction product. (5) Given the reactants [F:1][C:2]1[CH:3]=[C:4]([CH:13]2[CH2:18][N:17]([C:19]([N:21]3[CH2:26][CH2:25][S:24][CH2:23][CH2:22]3)=[O:20])[CH2:16][CH:15]([C:27](O)=[O:28])[CH2:14]2)[CH:5]=[CH:6][C:7]=1[CH2:8][C:9]([F:12])([F:11])[F:10].CN(C(ON1N=NC2C=CC=NC1=2)=[N+](C)C)C.F[P-](F)(F)(F)(F)F.C(N(CC)C(C)C)(C)C.O[NH:64][C:65](=[NH:69])[O:66][CH2:67][CH3:68], predict the reaction product. The product is: [CH2:67]([O:66][C:65]1[N:69]=[C:27]([CH:15]2[CH2:14][CH:13]([C:4]3[CH:5]=[CH:6][C:7]([CH2:8][C:9]([F:12])([F:10])[F:11])=[C:2]([F:1])[CH:3]=3)[CH2:18][N:17]([C:19]([N:21]3[CH2:22][CH2:23][S:24][CH2:25][CH2:26]3)=[O:20])[CH2:16]2)[O:28][N:64]=1)[CH3:68]. (6) Given the reactants C(OC(=O)[NH:7][C:8]1([CH2:16][CH2:17][C:18]2[CH:23]=[CH:22][C:21]([CH2:24][CH2:25][CH2:26][N:27]3[C:35]4[C:30](=[CH:31][CH:32]=[CH:33][CH:34]=4)[C:29]([C:36](=[O:41])[C:37]([F:40])([F:39])[F:38])=[CH:28]3)=[CH:20][CH:19]=2)[CH2:13][O:12]C(C)(C)[O:10][CH2:9]1)(C)(C)C.C(Cl)Cl.Cl, predict the reaction product. The product is: [NH2:7][C:8]([CH2:9][OH:10])([CH2:13][OH:12])[CH2:16][CH2:17][C:18]1[CH:23]=[CH:22][C:21]([CH2:24][CH2:25][CH2:26][N:27]2[C:35]3[C:30](=[CH:31][CH:32]=[CH:33][CH:34]=3)[C:29]([C:36](=[O:41])[C:37]([F:38])([F:39])[F:40])=[CH:28]2)=[CH:20][CH:19]=1. (7) Given the reactants [CH3:1][C:2]([CH3:18])([CH3:17])[CH2:3][CH2:4][NH:5][C:6]([CH2:8][C:9]1[CH:16]=[CH:15][C:12]([C:13]#[N:14])=[CH:11][CH:10]=1)=[O:7], predict the reaction product. The product is: [CH3:1][C:2]([CH3:18])([CH3:17])[CH2:3][CH2:4][NH:5][C:6]([CH2:8][C:9]1[CH:10]=[CH:11][C:12]([CH2:13][NH2:14])=[CH:15][CH:16]=1)=[O:7]. (8) Given the reactants [CH2:1]([C:3]1[CH:8]=[CH:7][CH:6]=[CH:5][C:4]=1[OH:9])[CH3:2].[Cl-].[Mg+2].[Cl-].C(N(CC)CC)C.C=O.Cl.[N+:23]([O-:26])(O)=[O:24].[C:27](OC(=O)C)(=[O:29])C.C(=O)(O)[O-].[Na+], predict the reaction product. The product is: [CH2:1]([C:3]1[C:4]([OH:9])=[C:5]([CH:6]=[C:7]([N+:23]([O-:26])=[O:24])[CH:8]=1)[CH:27]=[O:29])[CH3:2].